This data is from Reaction yield outcomes from USPTO patents with 853,638 reactions. The task is: Predict the reaction yield, written as a fraction of the theoretical maximum amount of product (1.0 means a 100% yield; for example, 0.34 means a 34% yield). (1) The reactants are [NH:1]1[C:9]2[C:4](=[CH:5][CH:6]=[CH:7]C=2)[C:3]([CH:10]2[CH2:15][CH2:14][C:13](=[O:16])[CH2:12][CH2:11]2)=[CH:2]1.O1C2(CCC(C3C4C(=CC=CC=4)N[N:28]=3)CC2)OCC1. No catalyst specified. The product is [NH:1]1[C:9]2=[N:28][CH:7]=[CH:6][CH:5]=[C:4]2[C:3]([CH:10]2[CH2:15][CH2:14][C:13](=[O:16])[CH2:12][CH2:11]2)=[CH:2]1. The yield is 0.950. (2) The reactants are [O:1]1[CH2:18][CH:2]1[CH2:3][O:4][C:5]1[C:17]2[C:16]3[C:11](=[CH:12][CH:13]=[CH:14][CH:15]=3)[NH:10][C:9]=2[CH:8]=[CH:7][CH:6]=1.[NH2:19][CH:20]1[CH2:25][CH2:24][N:23]([CH2:26][C:27]2[CH:32]=[CH:31][CH:30]=[CH:29][CH:28]=2)[CH2:22][CH2:21]1.[NH4+].[Cl-]. The catalyst is C1COCC1. The product is [CH2:26]([N:23]1[CH2:24][CH2:25][CH:20]([NH:19][CH2:18][CH:2]([OH:1])[CH2:3][O:4][C:5]2[C:17]3[C:16]4[C:11](=[CH:12][CH:13]=[CH:14][CH:15]=4)[NH:10][C:9]=3[CH:8]=[CH:7][CH:6]=2)[CH2:21][CH2:22]1)[C:27]1[CH:28]=[CH:29][CH:30]=[CH:31][CH:32]=1. The yield is 0.650.